Task: Predict the product of the given reaction.. Dataset: Forward reaction prediction with 1.9M reactions from USPTO patents (1976-2016) Given the reactants ClS([N:5]=[C:6]=O)(=O)=O.[CH3:8][N:9]1[C:17]2([CH2:22][CH2:21][N:20]([C:23]([O:25][C:26]([CH3:29])([CH3:28])[CH3:27])=[O:24])[CH2:19][CH2:18]2)[C:13]2=[CH:14][CH:15]=[CH:16][N:12]2[CH2:11][CH2:10]1.CN(C)C=O, predict the reaction product. The product is: [C:6]([C:16]1[N:12]2[CH2:11][CH2:10][N:9]([CH3:8])[C:17]3([CH2:18][CH2:19][N:20]([C:23]([O:25][C:26]([CH3:29])([CH3:28])[CH3:27])=[O:24])[CH2:21][CH2:22]3)[C:13]2=[CH:14][CH:15]=1)#[N:5].